Dataset: CYP2C19 inhibition data for predicting drug metabolism from PubChem BioAssay. Task: Regression/Classification. Given a drug SMILES string, predict its absorption, distribution, metabolism, or excretion properties. Task type varies by dataset: regression for continuous measurements (e.g., permeability, clearance, half-life) or binary classification for categorical outcomes (e.g., BBB penetration, CYP inhibition). Dataset: cyp2c19_veith. (1) The compound is COC(Cc1n[nH]c(=S)n1-c1ccc(Cl)cc1)OC. The result is 1 (inhibitor). (2) The molecule is COC(=O)c1c(NC(C)=O)sc(Cc2ccccc2)c1C. The result is 1 (inhibitor).